From a dataset of Catalyst prediction with 721,799 reactions and 888 catalyst types from USPTO. Predict which catalyst facilitates the given reaction. Reactant: [OH:1][CH2:2][C@@H:3]([C@@H:5]([C@@H:7]([CH2:9][CH2:10][CH2:11][CH2:12][CH2:13][CH2:14][CH2:15][CH2:16][CH2:17][CH2:18][CH2:19][CH2:20][CH2:21][CH3:22])[OH:8])[OH:6])[NH2:4].C(=O)([O-])[O-].[K+].[K+].[F:29][C:30]([F:41])([F:40])[C:31](O[C:31](=[O:32])[C:30]([F:41])([F:40])[F:29])=[O:32]. Product: [F:29][C:30]([F:41])([F:40])[C:31]([NH:4][C@H:3]([C@@H:5]([C@@H:7]([CH2:9][CH2:10][CH2:11][CH2:12][CH2:13][CH2:14][CH2:15][CH2:16][CH2:17][CH2:18][CH2:19][CH2:20][CH2:21][CH3:22])[OH:8])[OH:6])[CH2:2][OH:1])=[O:32]. The catalyst class is: 2.